This data is from Catalyst prediction with 721,799 reactions and 888 catalyst types from USPTO. The task is: Predict which catalyst facilitates the given reaction. (1) Reactant: [NH2:1][C:2]1[CH:3]=[C:4]2[C:8](=[CH:9][CH:10]=1)[N:7]([C:11]1[N:19]=[C:18]([NH:20][C@H:21]3[CH2:26][CH2:25][C@H:24]([NH:27][C:28]([O:30][C:31]([CH3:34])([CH3:33])[CH3:32])=[O:29])[CH2:23][CH2:22]3)[N:17]=[C:16]3[C:12]=1[N:13]=[CH:14][N:15]3[C:35]([O:37][C:38]([CH3:41])([CH3:40])[CH3:39])=[O:36])[CH2:6][CH2:5]2.[Cl:42][C:43]1[CH:44]=[C:45]([N:50]=[C:51]=[O:52])[CH:46]=[CH:47][C:48]=1[Cl:49].ClCCl. Product: [Cl:42][C:43]1[CH:44]=[C:45]([NH:50][C:51]([NH:1][C:2]2[CH:3]=[C:4]3[C:8](=[CH:9][CH:10]=2)[N:7]([C:11]2[N:19]=[C:18]([NH:20][C@H:21]4[CH2:26][CH2:25][C@H:24]([NH:27][C:28]([O:30][C:31]([CH3:33])([CH3:34])[CH3:32])=[O:29])[CH2:23][CH2:22]4)[N:17]=[C:16]4[C:12]=2[N:13]=[CH:14][N:15]4[C:35]([O:37][C:38]([CH3:41])([CH3:40])[CH3:39])=[O:36])[CH2:6][CH2:5]3)=[O:52])[CH:46]=[CH:47][C:48]=1[Cl:49]. The catalyst class is: 6. (2) Reactant: [Br:1][C:2]1[O:6][N:5]=[C:4]([C:7]([O:9]CC)=[O:8])[C:3]=1[CH3:12].[OH-].[Na+].Cl. Product: [Br:1][C:2]1[O:6][N:5]=[C:4]([C:7]([OH:9])=[O:8])[C:3]=1[CH3:12]. The catalyst class is: 5.